This data is from hERG Central: cardiac toxicity at 1µM, 10µM, and general inhibition. The task is: Predict hERG channel inhibition at various concentrations. (1) The compound is Cc1ccc(Nc2nc(N)nc(CN3CCN(Cc4ccc5c(c4)OCO5)CC3)n2)c(C)c1. Results: hERG_inhib (hERG inhibition (general)): blocker. (2) The compound is Cc1ccsc1C(=O)C1CCCN(Cc2cnn(C(C)C)c2)C1. Results: hERG_inhib (hERG inhibition (general)): blocker. (3) The drug is Oc1ccc(CN2CCCC(N3CCN(c4ccc(F)cc4)CC3)C2)cc1. Results: hERG_inhib (hERG inhibition (general)): blocker. (4) The drug is COc1ccc(-n2ncc3c2CC(C)(C)CC3NC(=O)c2ccc(OC)o2)cc1. Results: hERG_inhib (hERG inhibition (general)): blocker. (5) Results: hERG_inhib (hERG inhibition (general)): blocker. The drug is C#CCSc1cc(C(F)(F)F)nc(-c2ccccn2)n1. (6) The drug is O=C(c1ccc(N2CCCCC2)c([N+](=O)[O-])c1)N1CCN(c2ccccn2)CC1. Results: hERG_inhib (hERG inhibition (general)): blocker. (7) The drug is COCCn1c(=N)c(C(=O)NCc2ccco2)cc2c(=O)n3ccccc3nc21. Results: hERG_inhib (hERG inhibition (general)): blocker. (8) The drug is Brc1ccc(OCCCCCN2CCOCC2)cc1.O=C(O)C(=O)O. Results: hERG_inhib (hERG inhibition (general)): blocker.